Dataset: Experimentally validated miRNA-target interactions with 360,000+ pairs, plus equal number of negative samples. Task: Binary Classification. Given a miRNA mature sequence and a target amino acid sequence, predict their likelihood of interaction. (1) The miRNA is mmu-miR-100-5p with sequence AACCCGUAGAUCCGAACUUGUG. The protein sequence of the target gene is MEPEINCSELCDSFPGQELDRRPLHDLCKTTITSSHHSSKTISSLSPVLLGIVWTFLSCGLLLILFFLAFTIHCRKNRIVKMSSPNLNIVTLLGSCLTYSSAYLFGIQDVLVGSSMETLIQTRLSMLCIGTSLVFGPILGKSWRLYKVFTQRVPDKRVIIKDLQLLGLVAALLMADVILLMTWVLTDPIQCLQILSVSMTVTGKDVSCTSTSTHFCASRYSDVWIALIWGCKGLLLLYGAYLAGLTGHVSSPPVNQSLTIMVGVNLLVLAAGLLFVVTRYLHSWPNLVFGLTSGGIFVCT.... Result: 0 (no interaction). (2) The miRNA is hsa-miR-6746-3p with sequence CAGCCGCCGCCUGUCUCCACAG. The protein sequence of the target gene is MAQLEGYYFSAALSCTFLVSCLLFSAFSRALREPYMDEIFHLPQAQRYCEGHFSLSQWDPMITTLPGLYLVSIGVIKPAIWIFGWSEHVVCSIGMLRFVNLLFSVGNFYLLYLLFCKVQPRNKAASSIQRVLSTLTLAVFPTLYFFNFLYYTEAGSMFFTLFAYLMCLYGNHKTSAFLGFCGFMFRQTNIIWAVFCAGNVIAQKLTEAWKTELQKKEDRLPPIKGPFAEFRKILQFLLAYSMSFKNLSMLLLLTWPYILLGFLFCAFVVVNGGIVIGDRSSHEACLHFPQLFYFFSFTLF.... Result: 0 (no interaction). (3) The miRNA is hsa-miR-4662a-3p with sequence AAAGAUAGACAAUUGGCUAAAU. The protein sequence of the target gene is MRSPGGILLQALPRLLQHAALPGLAELPARWALPRGAGGDGPADRLPRGGGASAAAAAAAASGALLGAYLERHGPPEASELPEPGGALAGGPGSGGGGVVVGVAEVRNWRCCCLGSTCWCRSLVLVCVLAALCFASLALVRRYLHHLLLWVESLDSLLGVLLFVVGFIVVSFPCGWGYIVLNVAAGYLYGFVLGMGLMMVGVLIGTFIAHVVCKRLLTAWVAARIQSSEKLSAVIRVVEGGSGLKVVALARLTPIPFGLQNAVFSITDLSLPNYLMASSVGLLPTQLLNSYLGTTLRTME.... Result: 0 (no interaction).